The task is: Regression. Given two drug SMILES strings and cell line genomic features, predict the synergy score measuring deviation from expected non-interaction effect.. This data is from NCI-60 drug combinations with 297,098 pairs across 59 cell lines. (1) Drug 1: CN1CCC(CC1)COC2=C(C=C3C(=C2)N=CN=C3NC4=C(C=C(C=C4)Br)F)OC. Drug 2: CC1=C(C=C(C=C1)NC2=NC=CC(=N2)N(C)C3=CC4=NN(C(=C4C=C3)C)C)S(=O)(=O)N.Cl. Cell line: KM12. Synergy scores: CSS=6.85, Synergy_ZIP=2.22, Synergy_Bliss=7.82, Synergy_Loewe=3.75, Synergy_HSA=4.86. (2) Drug 1: CN1C2=C(C=C(C=C2)N(CCCl)CCCl)N=C1CCCC(=O)O.Cl. Drug 2: B(C(CC(C)C)NC(=O)C(CC1=CC=CC=C1)NC(=O)C2=NC=CN=C2)(O)O. Cell line: HCT116. Synergy scores: CSS=80.4, Synergy_ZIP=5.60, Synergy_Bliss=5.47, Synergy_Loewe=-19.0, Synergy_HSA=5.93. (3) Drug 1: CS(=O)(=O)C1=CC(=C(C=C1)C(=O)NC2=CC(=C(C=C2)Cl)C3=CC=CC=N3)Cl. Drug 2: CN(C)C1=NC(=NC(=N1)N(C)C)N(C)C. Cell line: MALME-3M. Synergy scores: CSS=-1.38, Synergy_ZIP=1.81, Synergy_Bliss=5.73, Synergy_Loewe=-2.15, Synergy_HSA=-0.293. (4) Drug 2: N.N.Cl[Pt+2]Cl. Synergy scores: CSS=63.6, Synergy_ZIP=8.86, Synergy_Bliss=12.3, Synergy_Loewe=6.31, Synergy_HSA=7.01. Drug 1: C1=CC=C(C=C1)NC(=O)CCCCCCC(=O)NO. Cell line: OVCAR3. (5) Drug 1: C1CCC(C1)C(CC#N)N2C=C(C=N2)C3=C4C=CNC4=NC=N3. Drug 2: C1CN(CCN1C(=O)CCBr)C(=O)CCBr. Cell line: EKVX. Synergy scores: CSS=13.9, Synergy_ZIP=1.07, Synergy_Bliss=6.26, Synergy_Loewe=3.26, Synergy_HSA=7.09.